Regression. Given two drug SMILES strings and cell line genomic features, predict the synergy score measuring deviation from expected non-interaction effect. From a dataset of Merck oncology drug combination screen with 23,052 pairs across 39 cell lines. Drug 1: Cc1nc(Nc2ncc(C(=O)Nc3c(C)cccc3Cl)s2)cc(N2CCN(CCO)CC2)n1. Drug 2: CCc1c2c(nc3ccc(O)cc13)-c1cc3c(c(=O)n1C2)COC(=O)C3(O)CC. Cell line: HT29. Synergy scores: synergy=24.6.